This data is from Reaction yield outcomes from USPTO patents with 853,638 reactions. The task is: Predict the reaction yield, written as a fraction of the theoretical maximum amount of product (1.0 means a 100% yield; for example, 0.34 means a 34% yield). (1) The reactants are [CH:1]1([C:4]2[NH:5][C:6]3[CH:7]=[CH:8][CH:9]=[CH:10][C:11]=3[C:12]3[C:13]=2[C:14](=[O:26])[N:15]([C:17]2[CH:25]=[CH:24][C:20]([C:21](Cl)=[O:22])=[CH:19][CH:18]=2)[N:16]=3)[CH2:3][CH2:2]1.[CH3:27][N:28]([CH3:33])[CH2:29][CH2:30][CH2:31][NH2:32]. The catalyst is O1CCCC1. The product is [CH3:27][N:28]([CH3:33])[CH2:29][CH2:30][CH2:31][NH:32][C:21](=[O:22])[C:20]1[CH:19]=[CH:18][C:17]([N:15]2[C:14](=[O:26])[C:13]3=[C:4]([CH:1]4[CH2:3][CH2:2]4)[NH:5][C:6]4[CH:7]=[CH:8][CH:9]=[CH:10][C:11]=4[C:12]3=[N:16]2)=[CH:25][CH:24]=1. The yield is 0.470. (2) The reactants are [NH2:1][C:2]1[CH:3]=[C:4]([CH:7]=[CH:8][C:9]=1[CH3:10])[C:5]#[N:6].Br.Br[CH:13]([C:15]1[CH:16]=[C:17]([C:32]([N:34]([CH3:36])[CH3:35])=[O:33])[CH:18]=[C:19]2[C:24]=1[O:23][C:22]([N:25]1[CH2:30][CH2:29][O:28][CH2:27][CH2:26]1)=[CH:21][C:20]2=[O:31])[CH3:14]. No catalyst specified. The product is [C:5]([C:4]1[CH:7]=[CH:8][C:9]([CH3:10])=[C:2]([NH:1][CH:13]([C:15]2[CH:16]=[C:17]([C:32]([N:34]([CH3:36])[CH3:35])=[O:33])[CH:18]=[C:19]3[C:24]=2[O:23][C:22]([N:25]2[CH2:30][CH2:29][O:28][CH2:27][CH2:26]2)=[CH:21][C:20]3=[O:31])[CH3:14])[CH:3]=1)#[N:6]. The yield is 0.530. (3) The reactants are [Cl:1][C:2]1[CH:7]=[CH:6][C:5]([CH:8]([N:20]2[CH2:25][CH2:24][CH2:23][CH2:22][CH2:21]2)[C:9]([O:11][C@@H:12]2[CH:17]3[CH2:18][CH2:19][N:14]([CH2:15][CH2:16]3)[CH2:13]2)=[O:10])=[CH:4][CH:3]=1.[Br:26][CH2:27][C:28]([C:30]1[CH:35]=[CH:34][CH:33]=[CH:32][CH:31]=1)=[O:29]. The catalyst is C(#N)C. The product is [Br-:26].[Cl:1][C:2]1[CH:7]=[CH:6][C:5]([CH:8]([N:20]2[CH2:21][CH2:22][CH2:23][CH2:24][CH2:25]2)[C:9]([O:11][C@@H:12]2[CH:17]3[CH2:18][CH2:19][N+:14]([CH2:27][C:28](=[O:29])[C:30]4[CH:35]=[CH:34][CH:33]=[CH:32][CH:31]=4)([CH2:15][CH2:16]3)[CH2:13]2)=[O:10])=[CH:4][CH:3]=1. The yield is 0.633. (4) The reactants are [CH3:1][C:2]1[CH:6]=[CH:5][S:4][C:3]=1[C:7]([OH:9])=O.[CH2:10]([NH2:12])[CH3:11]. No catalyst specified. The product is [CH2:10]([NH:12][C:7]([C:3]1[S:4][CH:5]=[CH:6][C:2]=1[CH3:1])=[O:9])[CH3:11]. The yield is 0.920. (5) The reactants are [Cl-].O[NH3+:3].[C:4](=[O:7])([O-])[OH:5].[Na+].CS(C)=O.[CH2:13]([O:15][C:16]1[CH:21]=[CH:20][C:19]([N:22]2[C:27](=[O:28])[C:26]([CH2:29][C:30]3[CH:35]=[CH:34][C:33]([C:36]4[C:37]([C:42]#[N:43])=[CH:38][CH:39]=[CH:40][CH:41]=4)=[CH:32][CH:31]=3)=[C:25]([CH2:44][CH2:45][CH3:46])[N:24]=[C:23]2[CH3:47])=[CH:18][C:17]=1[F:48])[CH3:14]. The catalyst is O.C(OCC)(=O)C. The product is [CH2:13]([O:15][C:16]1[CH:21]=[CH:20][C:19]([N:22]2[C:27](=[O:28])[C:26]([CH2:29][C:30]3[CH:35]=[CH:34][C:33]([C:36]4[CH:41]=[CH:40][CH:39]=[CH:38][C:37]=4[C:42]4[NH:3][C:4](=[O:7])[O:5][N:43]=4)=[CH:32][CH:31]=3)=[C:25]([CH2:44][CH2:45][CH3:46])[N:24]=[C:23]2[CH3:47])=[CH:18][C:17]=1[F:48])[CH3:14]. The yield is 0.700. (6) The reactants are [CH:1]1[C:6]([C:7]2[S:15][C:14]3[CH:13]=[C:12]([OH:16])[CH:11]=[CH:10][C:9]=3[C:8]=2[C:17]([C:19]2[CH:20]=[CH:21][C:22]([O:25][CH2:26][CH2:27][N:28]3[CH2:33][CH2:32][CH2:31][CH2:30][CH2:29]3)=[CH:23][CH:24]=2)=[O:18])=[CH:5][CH:4]=[C:3]([OH:34])[CH:2]=1.C([O-])(=O)C(C)O.C[Si](C)(C)[Cl:43]. The catalyst is C(C(C)=O)C(C)C. The product is [CH:5]1[C:6]([C:7]2[S:15][C:14]3[CH:13]=[C:12]([OH:16])[CH:11]=[CH:10][C:9]=3[C:8]=2[C:17]([C:19]2[CH:24]=[CH:23][C:22]([O:25][CH2:26][CH2:27][N:28]3[CH2:33][CH2:32][CH2:31][CH2:30][CH2:29]3)=[CH:21][CH:20]=2)=[O:18])=[CH:1][CH:2]=[C:3]([OH:34])[CH:4]=1.[ClH:43]. The yield is 0.976. (7) The reactants are I[C:2]1[CH:7]=[CH:6][C:5]([O:8][CH2:9][CH2:10][CH2:11][N:12]2[CH2:17][CH2:16][CH2:15][CH2:14][CH2:13]2)=[CH:4][CH:3]=1.[C:18]([O:22][C:23]([N:25]1[CH2:31][CH2:30][CH2:29][NH:28][CH2:27][CH2:26]1)=[O:24])([CH3:21])([CH3:20])[CH3:19]. The catalyst is O1CCOCC1.C(OCC)(=O)C.[Pd].[Pd].C(=CC(C=CC1C=CC=CC=1)=O)C1C=CC=CC=1.C(=CC(C=CC1C=CC=CC=1)=O)C1C=CC=CC=1.C(=CC(C=CC1C=CC=CC=1)=O)C1C=CC=CC=1.C1(C)C=CC=CC=1P(C1C=CC=CC=1C)C1C=CC=CC=1C. The product is [C:18]([O:22][C:23]([N:25]1[CH2:31][CH2:30][CH2:29][N:28]([C:2]2[CH:7]=[CH:6][C:5]([O:8][CH2:9][CH2:10][CH2:11][N:12]3[CH2:17][CH2:16][CH2:15][CH2:14][CH2:13]3)=[CH:4][CH:3]=2)[CH2:27][CH2:26]1)=[O:24])([CH3:21])([CH3:19])[CH3:20]. The yield is 0.250. (8) The reactants are [C:1]([O:5][C:6]([N:8]1[CH2:13][CH2:12][N:11]([CH2:14][C:15]([OH:17])=O)[CH2:10][CH2:9]1)=[O:7])([CH3:4])([CH3:3])[CH3:2].CCN(C(C)C)C(C)C.[NH2:27][C@@H:28]1[CH2:33][CH2:32][C@H:31]([N:34]2[C:39](=[O:40])[C:38]3[CH:41]=[C:42]([F:45])[CH:43]=[N:44][C:37]=3[N:36]([C:46]3[CH:47]=[C:48]([C:52]4[CH:57]=[CH:56][CH:55]=[CH:54][CH:53]=4)[CH:49]=[CH:50][CH:51]=3)[C:35]2=[O:58])[CH2:30][CH2:29]1.O. The catalyst is CN(C=O)C. The product is [C:48]1([C:52]2[CH:57]=[CH:56][CH:55]=[CH:54][CH:53]=2)[CH:49]=[CH:50][CH:51]=[C:46]([N:36]2[C:37]3[N:44]=[CH:43][C:42]([F:45])=[CH:41][C:38]=3[C:39](=[O:40])[N:34]([C@@H:31]3[CH2:32][CH2:33][C@H:28]([NH:27][C:15](=[O:17])[CH2:14][N:11]4[CH2:10][CH2:9][N:8]([C:6]([O:5][C:1]([CH3:2])([CH3:3])[CH3:4])=[O:7])[CH2:13][CH2:12]4)[CH2:29][CH2:30]3)[C:35]2=[O:58])[CH:47]=1. The yield is 0.710.